From a dataset of Full USPTO retrosynthesis dataset with 1.9M reactions from patents (1976-2016). Predict the reactants needed to synthesize the given product. (1) Given the product [C:35]([CH2:34][CH2:33][C:10]1[C:11]([CH2:15][CH2:16][CH2:17][CH2:18][CH2:19][CH2:20][O:21][C:22]2[CH:27]=[C:26]([S:28]([CH3:31])(=[O:30])=[O:29])[CH:25]=[C:24]([I:32])[CH:23]=2)=[CH:12][CH:13]=[CH:14][C:9]=1[O:8][CH2:7][CH2:6][CH2:5][C:4]([OH:40])=[O:3])([OH:37])=[O:36], predict the reactants needed to synthesize it. The reactants are: C([O:3][C:4](=[O:40])[CH2:5][CH2:6][CH2:7][O:8][C:9]1[CH:14]=[CH:13][CH:12]=[C:11]([CH2:15][CH2:16][CH2:17][CH2:18][CH2:19][CH2:20][O:21][C:22]2[CH:27]=[C:26]([S:28]([CH3:31])(=[O:30])=[O:29])[CH:25]=[C:24]([I:32])[CH:23]=2)[C:10]=1[CH2:33][CH2:34][C:35]([O:37]CC)=[O:36])C.[OH-].[Na+]. (2) The reactants are: [CH3:1][S:2]([NH:5][CH2:6][CH2:7][NH:8][CH:9]1[CH2:14][CH2:13][CH:12]([CH2:15][C:16]([O:18][CH2:19][CH3:20])=[O:17])[CH2:11][CH2:10]1)(=[O:4])=[O:3].[C:21]([O:25][C:26](O[C:26]([O:25][C:21]([CH3:24])([CH3:23])[CH3:22])=[O:27])=[O:27])([CH3:24])([CH3:23])[CH3:22].C(N(C(C)C)CC)(C)C. Given the product [C:21]([O:25][C:26]([N:8]([CH2:7][CH2:6][NH:5][S:2]([CH3:1])(=[O:4])=[O:3])[CH:9]1[CH2:14][CH2:13][CH:12]([CH2:15][C:16]([O:18][CH2:19][CH3:20])=[O:17])[CH2:11][CH2:10]1)=[O:27])([CH3:24])([CH3:23])[CH3:22], predict the reactants needed to synthesize it. (3) Given the product [C:11](=[O:12])([O:9][C:3]1[C:2]([F:1])=[CH:7][CH:6]=[CH:5][C:4]=1[F:8])[O:13][CH:14]([Cl:31])[CH3:15], predict the reactants needed to synthesize it. The reactants are: [F:1][C:2]1[CH:7]=[CH:6][CH:5]=[C:4]([F:8])[C:3]=1[OH:9].Cl[C:11]([O:13][CH2:14][CH2:15]Cl)=[O:12].C(N(CC)CC)C.CCCCCCC.[Cl:31]CCl. (4) Given the product [O:1]([CH2:8][C:9]1[S:11][CH:13]=[C:14]([C:15]([O:17][CH2:18][CH3:19])=[O:16])[N:10]=1)[C:2]1[CH:7]=[CH:6][CH:5]=[CH:4][CH:3]=1, predict the reactants needed to synthesize it. The reactants are: [O:1]([CH2:8][C:9](=[S:11])[NH2:10])[C:2]1[CH:7]=[CH:6][CH:5]=[CH:4][CH:3]=1.Br[CH2:13][C:14](=O)[C:15]([O:17][CH2:18][CH3:19])=[O:16].S([O-])([O-])(=O)=O.[Mg+2]. (5) Given the product [C:10]([O:9][C:7](=[O:8])[NH:1][C@H:2]([C:4](=[O:6])[NH:54][C:51]1([C:46]2[CH:47]=[CH:48][CH:49]=[CH:50][N:45]=2)[CH2:53][CH2:52]1)[CH3:3])([CH3:13])([CH3:12])[CH3:11], predict the reactants needed to synthesize it. The reactants are: [NH:1]([C:7]([O:9][C:10]([CH3:13])([CH3:12])[CH3:11])=[O:8])[C@H:2]([C:4]([OH:6])=O)[CH3:3].CN(C(ON1N=NC2C=CC=NC1=2)=[N+](C)C)C.F[P-](F)(F)(F)(F)F.C(N(CC)CC)C.[N:45]1[CH:50]=[CH:49][CH:48]=[CH:47][C:46]=1[C:51]1([NH2:54])[CH2:53][CH2:52]1. (6) Given the product [Br:1][C:2]1[CH:3]=[C:4]([CH:5]=[C:6]([CH2:8][N:9]([CH3:11])[CH3:10])[CH:7]=1)[CH:12]=[O:13], predict the reactants needed to synthesize it. The reactants are: [Br:1][C:2]1[CH:3]=[C:4]([CH2:12][OH:13])[CH:5]=[C:6]([CH2:8][N:9]([CH3:11])[CH3:10])[CH:7]=1. (7) Given the product [F:55][C:52]([F:53])([F:54])[CH2:51][N:48]1[CH2:47][CH2:46][N:45]([CH2:44][CH2:43][O:42][CH2:41][C:40]2[CH:39]=[CH:59][CH:58]=[CH:57][C:56]=2[C:9]2[CH:10]=[C:11]3[C:16](=[C:17]([O:19][CH2:20][O:21][CH2:22][CH2:23][Si:24]([CH3:26])([CH3:25])[CH3:27])[CH:18]=2)[N:15]=[CH:14][N:13]([CH2:28][O:29][CH2:30][CH2:31][Si:32]([CH3:33])([CH3:35])[CH3:34])[C:12]3=[O:36])[CH2:50][CH2:49]1, predict the reactants needed to synthesize it. The reactants are: CC1(C)C(C)(C)OB([C:9]2[CH:10]=[C:11]3[C:16](=[C:17]([O:19][CH2:20][O:21][CH2:22][CH2:23][Si:24]([CH3:27])([CH3:26])[CH3:25])[CH:18]=2)[N:15]=[CH:14][N:13]([CH2:28][O:29][CH2:30][CH2:31][Si:32]([CH3:35])([CH3:34])[CH3:33])[C:12]3=[O:36])O1.Br[C:39]1[CH:59]=[CH:58][CH:57]=[CH:56][C:40]=1[CH2:41][O:42][CH2:43][CH2:44][N:45]1[CH2:50][CH2:49][N:48]([CH2:51][C:52]([F:55])([F:54])[F:53])[CH2:47][CH2:46]1.C(=O)([O-])[O-].[K+].[K+].C(OCC)(=O)C.CCCCCCC.